From a dataset of Forward reaction prediction with 1.9M reactions from USPTO patents (1976-2016). Predict the product of the given reaction. Given the reactants [F:1][C:2]([F:20])([F:19])[C:3]1[CH:4]=[C:5]([CH2:13][C:14]([O:16][CH2:17][CH3:18])=[O:15])[CH:6]=[C:7]([C:9]([F:12])([F:11])[F:10])[CH:8]=1.CC1C=CC(S([N:31]=[N+:32]=[N-])(=O)=O)=CC=1.C1CCN2C(=NCCC2)CC1, predict the reaction product. The product is: [F:1][C:2]([F:19])([F:20])[C:3]1[CH:4]=[C:5]([C:13](=[N+:31]=[N-:32])[C:14]([O:16][CH2:17][CH3:18])=[O:15])[CH:6]=[C:7]([C:9]([F:11])([F:12])[F:10])[CH:8]=1.